Dataset: Catalyst prediction with 721,799 reactions and 888 catalyst types from USPTO. Task: Predict which catalyst facilitates the given reaction. (1) Reactant: Cl.[F:2][C:3]1[CH:8]=[CH:7][C:6]([NH:9][NH2:10])=[C:5]([CH3:11])[CH:4]=1.[F:12][C:13]([F:31])([F:30])[C:14](=O)[CH2:15][C:16]([C:18]1[CH:28]=[CH:27][C:21]2[S:22][CH2:23][C:24](=[O:26])[NH:25][C:20]=2[CH:19]=1)=O. Product: [F:2][C:3]1[CH:8]=[CH:7][C:6]([N:9]2[C:16]([C:18]3[CH:28]=[CH:27][C:21]4[S:22][CH2:23][C:24](=[O:26])[NH:25][C:20]=4[CH:19]=3)=[CH:15][C:14]([C:13]([F:31])([F:30])[F:12])=[N:10]2)=[C:5]([CH3:11])[CH:4]=1. The catalyst class is: 66. (2) Reactant: CC(C)([O-])C.[K+].[F:7][C:8]1[CH:18]=[CH:17][C:11]2[NH:12][C:13](=O)[CH2:14][O:15][C:10]=2[C:9]=1[CH2:19][CH2:20][N:21]1[CH2:26][CH2:25][N:24]([C:27]2[CH:36]=[CH:35][CH:34]=[C:33]3[C:28]=2[CH:29]=[CH:30][C:31]([C:37]([F:40])([F:39])[F:38])=[N:32]3)[CH2:23][CH2:22]1.C(OP(Cl)(OCC)=O)C.[N+:50]([CH2:52][C:53]([O:55][CH2:56][CH3:57])=[O:54])#[C-:51]. Product: [F:7][C:8]1[CH:18]=[CH:17][C:11]2[N:12]3[CH:51]=[N:50][C:52]([C:53]([O:55][CH2:56][CH3:57])=[O:54])=[C:13]3[CH2:14][O:15][C:10]=2[C:9]=1[CH2:19][CH2:20][N:21]1[CH2:22][CH2:23][N:24]([C:27]2[CH:36]=[CH:35][CH:34]=[C:33]3[C:28]=2[CH:29]=[CH:30][C:31]([C:37]([F:39])([F:38])[F:40])=[N:32]3)[CH2:25][CH2:26]1. The catalyst class is: 220. (3) Reactant: [C:1]([C:5]1[CH:10]=[CH:9][C:8]([OH:11])=[CH:7][CH:6]=1)([CH3:4])([CH3:3])[CH3:2].[H-].[Na+].Br[CH:15]([CH3:21])[C:16]([O:18][CH2:19][CH3:20])=[O:17]. Product: [CH2:19]([O:18][C:16](=[O:17])[CH:15]([O:11][C:8]1[CH:7]=[CH:6][C:5]([C:1]([CH3:4])([CH3:2])[CH3:3])=[CH:10][CH:9]=1)[CH3:21])[CH3:20]. The catalyst class is: 39. (4) Reactant: P(Cl)(Cl)(Cl)(Cl)Cl.[CH3:7][N:8]1[CH2:13]N(C)CN(C)[CH2:9]1.ClCN(CCl)C.[F:22][C:23]1[CH:47]=[CH:46][CH:45]=[C:44]([F:48])[C:24]=1[C:25]([NH:27][C:28]([NH:30][C:31]1[CH:36]=[CH:35][C:34]([S:37]([C:39]([F:42])([F:41])[F:40])=[O:38])=[CH:33][C:32]=1[F:43])=[O:29])=[O:26].C(N(CC)CC)C.[OH-].[Na+]. Product: [F:22][C:23]1[CH:47]=[CH:46][CH:45]=[C:44]([F:48])[C:24]=1[C:25]([N:27]1[CH2:9][N:8]([CH3:13])[CH2:7][N:30]([C:31]2[CH:36]=[CH:35][C:34]([S:37]([C:39]([F:41])([F:40])[F:42])=[O:38])=[CH:33][C:32]=2[F:43])[C:28]1=[O:29])=[O:26]. The catalyst class is: 4. (5) Reactant: [OH:1][C:2]1[CH:11]=[CH:10][CH:9]=[C:8]2[C:3]=1[CH:4]=[CH:5][N:6]=[CH:7]2.C(N(CC)CC)C.[S:19](O[S:19]([C:22]([F:25])([F:24])[F:23])(=[O:21])=[O:20])([C:22]([F:25])([F:24])[F:23])(=[O:21])=[O:20]. Product: [F:23][C:22]([F:25])([F:24])[S:19]([O:1][C:2]1[CH:11]=[CH:10][CH:9]=[C:8]2[C:3]=1[CH:4]=[CH:5][N:6]=[CH:7]2)(=[O:21])=[O:20]. The catalyst class is: 4.